This data is from Forward reaction prediction with 1.9M reactions from USPTO patents (1976-2016). The task is: Predict the product of the given reaction. (1) Given the reactants [C:1]([OH:4])(=O)[CH3:2].[CH3:5][C:6]([CH3:30])([CH3:29])[CH2:7][C:8]1[N:9]=[C:10]([CH:13]([NH2:28])[CH2:14][C:15]2[CH:20]=[CH:19][C:18]([C:21]3[CH:26]=[CH:25][C:24]([F:27])=[CH:23][N:22]=3)=[CH:17][CH:16]=2)[NH:11][CH:12]=1.Cl.CN(C)CCCN=C=NCC.ON1C2C=CC=CC=2N=N1.C(=O)(O)[O-].[Na+], predict the reaction product. The product is: [CH3:5][C:6]([CH3:30])([CH3:29])[CH2:7][C:8]1[N:9]=[C:10]([CH:13]([NH:28][C:1](=[O:4])[CH3:2])[CH2:14][C:15]2[CH:20]=[CH:19][C:18]([C:21]3[CH:26]=[CH:25][C:24]([F:27])=[CH:23][N:22]=3)=[CH:17][CH:16]=2)[NH:11][CH:12]=1. (2) Given the reactants [Br:1][C:2]1[CH:7]=[C:6]([O:8][CH3:9])[CH:5]=[C:4]([Br:10])[C:3]=1[CH3:11].[Br:12]N1C(=O)CCC1=O.C(OOC(=O)C1C=CC=CC=1)(=O)C1C=CC=CC=1, predict the reaction product. The product is: [Br:12][CH2:11][C:3]1[C:2]([Br:1])=[CH:7][C:6]([O:8][CH3:9])=[CH:5][C:4]=1[Br:10]. (3) Given the reactants [CH:1](=[O:11])[CH2:2][CH2:3][CH2:4][CH2:5][CH2:6][CH2:7][CH2:8][CH2:9][CH3:10].[OH:12][CH2:13][CH:14]([CH2:16]O)[OH:15], predict the reaction product. The product is: [CH2:1]([O:11][CH2:16][CH:14]([OH:15])[CH2:13][OH:12])[CH2:2][CH2:3][CH2:4][CH2:5][CH2:6][CH2:7][CH2:8][CH2:9][CH3:10]. (4) Given the reactants [CH:1](=[N:8][NH:9][C:10]1[CH:19]=[CH:18][C:13]([C:14]([O:16][CH3:17])=[O:15])=[CH:12][CH:11]=1)[C:2]1[CH:7]=[CH:6][CH:5]=[CH:4][CH:3]=1.[H-].[Na+].I[CH3:23].[NH4+].[Cl-], predict the reaction product. The product is: [CH:1](=[N:8][N:9]([C:10]1[CH:11]=[CH:12][C:13]([C:14]([O:16][CH3:17])=[O:15])=[CH:18][CH:19]=1)[CH3:23])[C:2]1[CH:3]=[CH:4][CH:5]=[CH:6][CH:7]=1. (5) Given the reactants CCCCC[C@H](O)CC[C@H]1[C@H](O)C[C@H]2[C@@H]1CC1C(C2)=C(OCC(O)=O)C=CC=1.[NH2:29][C@H:30]([C:38]([OH:40])=[O:39])[CH2:31][CH2:32][CH2:33][NH:34][C:35](=[NH:37])[NH2:36].C(O)C, predict the reaction product. The product is: [NH2:29][C@H:30]([C:38]([OH:40])=[O:39])[CH2:31][CH2:32][CH2:33][NH:34][C:35](=[NH:36])[NH2:37]. (6) Given the reactants CC1([C:5]([OH:7])=O)CC1.[C:20]1(P(N=[N+]=[N-])([C:16]2[CH:21]=[CH:20][CH:19]=CC=2)=O)[CH:19]=CC=[CH:16][CH:21]=1.CC[N:27](CC)CC.[CH3:32][C:33]([OH:36])([CH3:35])[CH3:34], predict the reaction product. The product is: [C:33]([O:36][C:5](=[O:7])[NH:27][C:20]1([CH3:19])[CH2:21][CH2:16]1)([CH3:35])([CH3:34])[CH3:32].